Dataset: NCI-60 drug combinations with 297,098 pairs across 59 cell lines. Task: Regression. Given two drug SMILES strings and cell line genomic features, predict the synergy score measuring deviation from expected non-interaction effect. (1) Drug 1: C1=CC(=CC=C1CCC2=CNC3=C2C(=O)NC(=N3)N)C(=O)NC(CCC(=O)O)C(=O)O. Drug 2: COC1=CC(=CC(=C1O)OC)C2C3C(COC3=O)C(C4=CC5=C(C=C24)OCO5)OC6C(C(C7C(O6)COC(O7)C8=CC=CS8)O)O. Cell line: UACC62. Synergy scores: CSS=33.4, Synergy_ZIP=-6.67, Synergy_Bliss=-4.04, Synergy_Loewe=-2.29, Synergy_HSA=-0.186. (2) Drug 1: CCC1=CC2CC(C3=C(CN(C2)C1)C4=CC=CC=C4N3)(C5=C(C=C6C(=C5)C78CCN9C7C(C=CC9)(C(C(C8N6C)(C(=O)OC)O)OC(=O)C)CC)OC)C(=O)OC.C(C(C(=O)O)O)(C(=O)O)O. Cell line: NCI-H460. Drug 2: CCCS(=O)(=O)NC1=C(C(=C(C=C1)F)C(=O)C2=CNC3=C2C=C(C=N3)C4=CC=C(C=C4)Cl)F. Synergy scores: CSS=56.4, Synergy_ZIP=0.549, Synergy_Bliss=0.187, Synergy_Loewe=-18.9, Synergy_HSA=-1.02. (3) Drug 1: CS(=O)(=O)C1=CC(=C(C=C1)C(=O)NC2=CC(=C(C=C2)Cl)C3=CC=CC=N3)Cl. Drug 2: COC1=NC(=NC2=C1N=CN2C3C(C(C(O3)CO)O)O)N. Cell line: SK-MEL-28. Synergy scores: CSS=-2.45, Synergy_ZIP=1.67, Synergy_Bliss=3.33, Synergy_Loewe=-4.58, Synergy_HSA=-3.40.